This data is from Reaction yield outcomes from USPTO patents with 853,638 reactions. The task is: Predict the reaction yield, written as a fraction of the theoretical maximum amount of product (1.0 means a 100% yield; for example, 0.34 means a 34% yield). (1) The reactants are [C:1]([N:4]1[C:13]2[C:8](=[CH:9][C:10]([C:14]([O:16][CH2:17][CH3:18])=[O:15])=[CH:11][CH:12]=2)[C@@H:7]([OH:19])[CH2:6][C@@H:5]1[CH3:20])(=[O:3])[CH3:2].[N+:21]([C:24]1[CH:29]=[CH:28][C:27](O)=[CH:26][CH:25]=1)([O-:23])=[O:22]. No catalyst specified. The product is [C:1]([N:4]1[C:13]2[C:8](=[CH:9][C:10]([C:14]([O:16][CH2:17][CH3:18])=[O:15])=[CH:11][CH:12]=2)[C@H:7]([O:19][C:27]2[CH:28]=[CH:29][C:24]([N+:21]([O-:23])=[O:22])=[CH:25][CH:26]=2)[CH2:6][C@@H:5]1[CH3:20])(=[O:3])[CH3:2]. The yield is 0.574. (2) The product is [OH:5][C:6]1[C:7]2[CH:8]=[C:9]([CH:17]=[CH:18][C:19]([N:29]([CH2:28][C:27]3[CH:31]=[CH:32][CH:33]=[C:34]([O:35][CH3:36])[C:26]=3[O:25][CH2:22][CH2:23][CH3:24])[CH3:30])=[O:21])[CH:10]=[N:11][C:12]=2[NH:13][C:14](=[O:16])[CH:15]=1. The reactants are C(Cl)CCl.[OH:5][C:6]1[C:7]2[CH:8]=[C:9]([CH:17]=[CH:18][C:19]([OH:21])=O)[CH:10]=[N:11][C:12]=2[NH:13][C:14](=[O:16])[CH:15]=1.[CH2:22]([O:25][C:26]1[C:34]([O:35][CH3:36])=[CH:33][CH:32]=[CH:31][C:27]=1[CH2:28][NH:29][CH3:30])[CH2:23][CH3:24].C1C=CC2N(O)N=NC=2C=1.CCN(C(C)C)C(C)C. The yield is 0.420. The catalyst is CN(C=O)C.O. (3) The reactants are [CH3:1][C:2]1[CH:7]=[CH:6][CH:5]=[C:4]([S:8][CH3:9])[CH:3]=1.[Br:10]Br. The catalyst is ClCCl.[Fe]. The product is [Br:10][C:7]1[CH:6]=[CH:5][C:4]([S:8][CH3:9])=[CH:3][C:2]=1[CH3:1]. The yield is 0.530.